This data is from NCI-60 drug combinations with 297,098 pairs across 59 cell lines. The task is: Regression. Given two drug SMILES strings and cell line genomic features, predict the synergy score measuring deviation from expected non-interaction effect. (1) Synergy scores: CSS=23.8, Synergy_ZIP=1.11, Synergy_Bliss=1.08, Synergy_Loewe=-20.6, Synergy_HSA=1.20. Cell line: HS 578T. Drug 2: COC1=NC(=NC2=C1N=CN2C3C(C(C(O3)CO)O)O)N. Drug 1: C1=CN(C(=O)N=C1N)C2C(C(C(O2)CO)O)O.Cl. (2) Drug 1: C1=CC(=C2C(=C1NCCNCCO)C(=O)C3=C(C=CC(=C3C2=O)O)O)NCCNCCO. Drug 2: CCC(=C(C1=CC=CC=C1)C2=CC=C(C=C2)OCCN(C)C)C3=CC=CC=C3.C(C(=O)O)C(CC(=O)O)(C(=O)O)O. Cell line: SNB-19. Synergy scores: CSS=51.1, Synergy_ZIP=6.77, Synergy_Bliss=4.60, Synergy_Loewe=-25.5, Synergy_HSA=4.51. (3) Drug 1: CC1=C2C(C(=O)C3(C(CC4C(C3C(C(C2(C)C)(CC1OC(=O)C(C(C5=CC=CC=C5)NC(=O)OC(C)(C)C)O)O)OC(=O)C6=CC=CC=C6)(CO4)OC(=O)C)OC)C)OC. Drug 2: CCCS(=O)(=O)NC1=C(C(=C(C=C1)F)C(=O)C2=CNC3=C2C=C(C=N3)C4=CC=C(C=C4)Cl)F. Cell line: NCI-H522. Synergy scores: CSS=33.9, Synergy_ZIP=-0.634, Synergy_Bliss=-4.08, Synergy_Loewe=-53.4, Synergy_HSA=-5.82. (4) Drug 1: CC(C1=C(C=CC(=C1Cl)F)Cl)OC2=C(N=CC(=C2)C3=CN(N=C3)C4CCNCC4)N. Drug 2: C1=NNC2=C1C(=O)NC=N2. Cell line: NCI-H322M. Synergy scores: CSS=-2.17, Synergy_ZIP=1.86, Synergy_Bliss=1.26, Synergy_Loewe=-3.71, Synergy_HSA=-2.31. (5) Drug 1: CCCS(=O)(=O)NC1=C(C(=C(C=C1)F)C(=O)C2=CNC3=C2C=C(C=N3)C4=CC=C(C=C4)Cl)F. Drug 2: CCN(CC)CCNC(=O)C1=C(NC(=C1C)C=C2C3=C(C=CC(=C3)F)NC2=O)C. Cell line: NCIH23. Synergy scores: CSS=-7.97, Synergy_ZIP=3.91, Synergy_Bliss=-4.59, Synergy_Loewe=-7.49, Synergy_HSA=-9.73. (6) Drug 1: CC1=C(C=C(C=C1)C(=O)NC2=CC(=CC(=C2)C(F)(F)F)N3C=C(N=C3)C)NC4=NC=CC(=N4)C5=CN=CC=C5. Drug 2: COCCOC1=C(C=C2C(=C1)C(=NC=N2)NC3=CC=CC(=C3)C#C)OCCOC.Cl. Cell line: HCT-15. Synergy scores: CSS=7.65, Synergy_ZIP=-0.625, Synergy_Bliss=2.90, Synergy_Loewe=1.04, Synergy_HSA=2.23. (7) Drug 1: CCC1(CC2CC(C3=C(CCN(C2)C1)C4=CC=CC=C4N3)(C5=C(C=C6C(=C5)C78CCN9C7C(C=CC9)(C(C(C8N6C)(C(=O)OC)O)OC(=O)C)CC)OC)C(=O)OC)O.OS(=O)(=O)O. Drug 2: C(CCl)NC(=O)N(CCCl)N=O. Cell line: UACC62. Synergy scores: CSS=12.7, Synergy_ZIP=-5.84, Synergy_Bliss=-0.101, Synergy_Loewe=-0.370, Synergy_HSA=0.261.